This data is from Catalyst prediction with 721,799 reactions and 888 catalyst types from USPTO. The task is: Predict which catalyst facilitates the given reaction. (1) Reactant: [F:1][C:2]([F:13])([F:12])[C:3](=O)[CH:4]([CH3:10])[C:5](OCC)=[O:6].Cl.[CH:15]([NH2:17])=[NH:16].[O-]CC.[Na+].Cl. Product: [CH3:10][C:4]1[C:5](=[O:6])[NH:17][CH:15]=[N:16][C:3]=1[C:2]([F:13])([F:12])[F:1]. The catalyst class is: 40. (2) Reactant: [F:1][C:2]1[CH:3]=[C:4]2[C:8](=[CH:9][CH:10]=1)[NH:7][CH:6]=[C:5]2[CH2:11][C:12]([CH3:15])([OH:14])[CH3:13].[H-].[Na+].[NH2:18]OS(O)(=O)=O. Product: [NH2:18][N:7]1[C:8]2[C:4](=[CH:3][C:2]([F:1])=[CH:10][CH:9]=2)[C:5]([CH2:11][C:12]([CH3:15])([OH:14])[CH3:13])=[CH:6]1. The catalyst class is: 31. (3) The catalyst class is: 77. Product: [CH3:14][C:9]1[N:8]([C:4]2[CH:3]=[C:2]([C:16]#[C:15][C:17]3[CH:18]=[N:19][CH:20]=[CH:21][CH:22]=3)[N:6]([CH3:7])[N:5]=2)[C:12]([CH3:13])=[CH:11][CH:10]=1. Reactant: Br[C:2]1[N:6]([CH3:7])[N:5]=[C:4]([N:8]2[C:12]([CH3:13])=[CH:11][CH:10]=[C:9]2[CH3:14])[CH:3]=1.[C:15]([C:17]1[CH:18]=[N:19][CH:20]=[CH:21][CH:22]=1)#[CH:16].C(N(CC)CC)C. (4) Reactant: [N:1]1([CH2:6][C:7]2[CH:12]=[CH:11][C:10]([C@H:13]3[CH2:16][C@H:15]([CH2:17][N:18]4[CH2:23][CH2:22][NH:21][CH2:20][CH2:19]4)[CH2:14]3)=[CH:9][CH:8]=2)[CH2:5][CH2:4][CH2:3][CH2:2]1.CC1C=CC(S(O)(=O)=O)=CC=1.N1(CC2C=CC(C3CC(CN4CCNCC4)C3)=CC=2)CCCC1.C(N(C(C)C)CC)(C)C.[C:67](Cl)(=[O:71])[CH:68]([CH3:70])[CH3:69]. Product: [CH3:69][CH:68]([CH3:70])[C:67]([N:21]1[CH2:20][CH2:19][N:18]([CH2:17][C@H:15]2[CH2:16][C@H:13]([C:10]3[CH:9]=[CH:8][C:7]([CH2:6][N:1]4[CH2:2][CH2:3][CH2:4][CH2:5]4)=[CH:12][CH:11]=3)[CH2:14]2)[CH2:23][CH2:22]1)=[O:71]. The catalyst class is: 26. (5) Reactant: C(=O)([O-])[O-].[Cs+].[Cs+].[CH2:7](Br)[CH:8]1[O:12][CH2:11][CH2:10][CH2:9]1.[NH2:14][C:15]1[C:24]2[N:25]=[C:26]([CH2:31][O:32][CH2:33][CH3:34])[N:27]([CH2:28][CH2:29][CH3:30])[C:23]=2[C:22]2[CH:21]=[C:20]([OH:35])[CH:19]=[CH:18][C:17]=2[N:16]=1.[Cl-].[Na+]. Product: [CH2:33]([O:32][CH2:31][C:26]1[N:27]([CH2:28][CH2:29][CH3:30])[C:23]2[C:22]3[CH:21]=[C:20]([O:35][CH2:7][CH:8]4[CH2:9][CH2:10][CH2:11][O:12]4)[CH:19]=[CH:18][C:17]=3[N:16]=[C:15]([NH2:14])[C:24]=2[N:25]=1)[CH3:34]. The catalyst class is: 18. (6) Reactant: [Cl:1][C:2]1[CH:3]=[CH:4][C:5]2[CH2:11][CH2:10][NH:9][CH2:8][C@H:7]([CH3:12])[C:6]=2[CH:13]=1.Cl. Product: [ClH:1].[Cl:1][C:2]1[CH:3]=[CH:4][C:5]2[CH2:11][CH2:10][NH:9][CH2:8][C@H:7]([CH3:12])[C:6]=2[CH:13]=1. The catalyst class is: 6. (7) Reactant: [C:1]([O:5][C:6]([N:8]1[CH2:13][CH2:12][N:11]([C:14]2[N:19]3[CH:20]=[N:21][CH:22]=[C:18]3[C:17]([Cl:23])=[CH:16][C:15]=2[C:24]([O:26]C)=[O:25])[CH2:10][CH2:9]1)=[O:7])([CH3:4])([CH3:3])[CH3:2].[OH-].[Na+].O. Product: [C:1]([O:5][C:6]([N:8]1[CH2:13][CH2:12][N:11]([C:14]2[N:19]3[CH:20]=[N:21][CH:22]=[C:18]3[C:17]([Cl:23])=[CH:16][C:15]=2[C:24]([OH:26])=[O:25])[CH2:10][CH2:9]1)=[O:7])([CH3:4])([CH3:2])[CH3:3]. The catalyst class is: 5. (8) Reactant: [C:1](O[C:1]([O:3][C:4]([CH3:7])([CH3:6])[CH3:5])=[O:2])([O:3][C:4]([CH3:7])([CH3:6])[CH3:5])=[O:2].C(=O)([O-])[O-].[Na+].[Na+].Cl.[NH2:23][OH:24]. Product: [OH:24][NH:23][C:1](=[O:2])[O:3][C:4]([CH3:7])([CH3:6])[CH3:5]. The catalyst class is: 30. (9) Reactant: Cl[C:2]1[N:3]=[C:4]([N:17]2[CH:22]3[CH2:23][CH2:24][CH:18]2[CH2:19][CH:20]([OH:25])[CH2:21]3)[C:5]2[C:10]([C:11]3[CH:16]=[CH:15][CH:14]=[CH:13][CH:12]=3)=[CH:9][S:8][C:6]=2[N:7]=1.Cl.[NH:27]1[CH2:31][CH2:30][CH:29]([C:32]([NH2:34])=[O:33])[CH2:28]1.C(N(CC)CC)C. Product: [OH:25][CH:20]1[CH2:19][CH:18]2[N:17]([C:4]3[C:5]4[C:10]([C:11]5[CH:16]=[CH:15][CH:14]=[CH:13][CH:12]=5)=[CH:9][S:8][C:6]=4[N:7]=[C:2]([N:27]4[CH2:31][CH2:30][CH:29]([C:32]([NH2:34])=[O:33])[CH2:28]4)[N:3]=3)[CH:22]([CH2:23][CH2:24]2)[CH2:21]1. The catalyst class is: 10.